From a dataset of Drug-target binding data from BindingDB using Kd measurements. Regression. Given a target protein amino acid sequence and a drug SMILES string, predict the binding affinity score between them. We predict pKd (pKd = -log10(Kd in M); higher means stronger binding). Dataset: bindingdb_kd. (1) The small molecule is OCCc1c[nH]c2ccccc12. The target protein (P0A881) has sequence MAQQSPYSAAMAEQRHQEWLRFVDLLKNAYQNDLHLPLLNLMLTPDEREALGTRVRIVEELLRGEMSQRELKNELGAGIATITRGSNSLKAAPVELRQWLEEVLLKSD. The pKd is 4.6. (2) The small molecule is CC(C)n1nc(-c2cc3cc(O)ccc3[nH]2)c2c(N)ncnc21. The target protein (Q99759) has sequence MDEQEALNSIMNDLVALQMNRRHRMPGYETMKNKDTGHSNRQSDVRIKFEHNGERRIIAFSRPVKYEDVEHKVTTVFGQPLDLHYMNNELSILLKNQDDLDKAIDILDRSSSMKSLRILLLSQDRNHNSSSPHSGVSRQVRIKASQSAGDINTIYQPPEPRSRHLSVSSQNPGRSSPPPGYVPERQQHIARQGSYTSINSEGEFIPETSEQCMLDPLSSAENSLSGSCQSLDRSADSPSFRKSRMSRAQSFPDNRQEYSDRETQLYDKGVKGGTYPRRYHVSVHHKDYSDGRRTFPRIRRHQGNLFTLVPSSRSLSTNGENMGLAVQYLDPRGRLRSADSENALSVQERNVPTKSPSAPINWRRGKLLGQGAFGRVYLCYDVDTGRELASKQVQFDPDSPETSKEVSALECEIQLLKNLQHERIVQYYGCLRDRAEKTLTIFMEYMPGGSVKDQLKAYGALTESVTRKYTRQILEGMSYLHSNMIVHRDIKGANILRDSA.... The pKd is 6.2. (3) The small molecule is CSCC[C@H](N)C(=O)N[C@@H](Cc1cnc[nH]1)C(=O)N[C@@H](CCCN=C(N)N)C(=O)N[C@@H](CO)C(=O)N[C@@H](CC(C)C)C(=O)N[C@@H](CC(C)C)C(=O)NCC(=O)N[C@@H](CCCN=C(N)N)C(=O)N[C@@H](CCSC)C(=O)N[C@@H](CCCCN)C(=O)NCC(=O)N[C@@H](C)C(=O)O. The target protein sequence is MIFVLGGCRHKLVCSPAPCNFFHLCLIISCSCPTVHASKLCLGWLWGMHIDPYKEFGASVELLSFLPSDFFPSIRDLLDTASALYREALESPEHCSPHHTALRQAILCWGELMNLATWVGSNLEDPASRELVVSYVNVNMGLKIRQLLWFHISCLTFGRETVLEYLVSFGVWIRTPPAYRPPNAPILSTLPETTVVRRRGRSPRRRTPSPRRRRSQSPRRRRSQSRESQC. The pKd is 4.1. (4) The small molecule is Cc1[nH]c2c(C#N)cnn2c(=O)c1C(C)C. The target protein sequence is MAGVGPGGYAAEFVPPPECPVFEPSWEEFTDPLSFIGRIRPLAEKTGICKIRPPKDWQPPFACEVKSFRFTPRVQRLNELEAMTRVRLDFLDQLAKFWELQGSTLKIPVVERKILDLYALSKIVASKGGFEMVTKEKKWSKVGSRLGYLPGKGTGSLLKSHYERILYPYELFQSGVSLMGVQMPNLDLKEKVEPEVLSTDTQTSPEPGTRMNILPKRTRRVKTQSESGDVSRNTELKKLQIFGAGPKVVGLAMGTKDKEDEVTRRRKVTNRSDAFNMQMRQRKGTLSVNFVDLYVCMFCGRGNNEDKLLLCDGCDDSYHTFCLIPPLPDVPKGDWRCPKCVAEECSKPREAFGFEQAVREYTLQSFGEMADNFKSDYFNMPVHMVPTELVEKEFWRLVSSIEEDVIVEYGADISSKDFGSGFPVKDGRRKILPEEEEYALSGWNLNNMPVLEQSVLAHINVDISGMKVPWLYVGMCFSSFCWHIEDHWSYSINYLHWGEP.... The pKd is 7.6.